From a dataset of Catalyst prediction with 721,799 reactions and 888 catalyst types from USPTO. Predict which catalyst facilitates the given reaction. (1) The catalyst class is: 2. Reactant: [NH2:1][C:2]1[CH:18]=[CH:17][C:16]([CH3:19])=[CH:15][C:3]=1[C:4]([NH:6][CH:7]1[CH2:12][CH2:11][C:10](=[O:13])[NH:9][C:8]1=[O:14])=[O:5].[CH:20](OC)(OC)OC.C1(C)C=CC(S(O)(=O)=O)=CC=1.CO. Product: [CH3:19][C:16]1[CH:15]=[C:3]2[C:2](=[CH:18][CH:17]=1)[N:1]=[CH:20][N:6]([CH:7]1[CH2:12][CH2:11][C:10](=[O:13])[NH:9][C:8]1=[O:14])[C:4]2=[O:5]. (2) Reactant: [Li+].CC([N-]C(C)C)C.C(NC(C)C)(C)C.CN(C)P(N(C)C)(N(C)C)=O.[Li]CCCC.[CH3:32][C@@:33]12[C:41](=[O:42])[CH2:40][C@@H:36]([C:37]1([CH3:39])[CH3:38])[CH2:35][CH2:34]2.Br[CH2:44][C:45]([O:47][CH3:48])=[O:46]. Product: [CH3:48][O:47][C:45](=[O:46])[CH2:44][CH:40]1[C:41](=[O:42])[C@:33]2([CH3:32])[C:37]([CH3:38])([CH3:39])[C@H:36]1[CH2:35][CH2:34]2. The catalyst class is: 1.